Dataset: Experimentally validated miRNA-target interactions with 360,000+ pairs, plus equal number of negative samples. Task: Binary Classification. Given a miRNA mature sequence and a target amino acid sequence, predict their likelihood of interaction. (1) The miRNA is mmu-miR-615-3p with sequence UCCGAGCCUGGGUCUCCCUCUU. The protein sequence of the target gene is MTESTAAVTTSGHSLTTTFHIPSSQHYQEEHSPSLSGSDSLLQITTPVVASTVGNPNQHSATMSTPAIHVSTYHTAPTEVSAAFEEQPVSPHIGGMPSPIQHDFPALVMILIILGVMAGIIGTILLISYCISRMTKKSSVDIQSPEGGDNSVPLSSIEQTPNEESSNV. Result: 0 (no interaction). (2) The miRNA is mmu-miR-15a-5p with sequence UAGCAGCACAUAAUGGUUUGUG. The protein sequence of the target gene is MENSLGCVWVPKLAFVLFGASLLSAHLQVTGFQIKPFTSLHFVSEPSDAVTMRGGNVLLNCSAESDRGVPVIKWKKDGLILALGMDDRKQQLPNGSLLIQNILHSRHHKPDEGLYQCEASLADSGSIISRTAKVTVAGPLRFLSQTESITAFMGDTVLLKCEVIGEPMPTIHWQKNQQDLNPLPGDSRVVVLPSGALQISRLQPGDSGVYRCSARNPASIRTGNEAEVRILSDPGLHRQLYFLQRPSNVIAIEGKDAVLECCVSGYPPPSFTWLRGEEVIQLRSKKYSLLGGSNLLISNV.... Result: 1 (interaction). (3) The miRNA is mmu-miR-471-3p with sequence UGAAAGGUGCCAUACUAUGUAU. The protein sequence of the target gene is MELAMDNSYAFNQRSTCNGIPSEKKNNFLVSEDHGQKILSVLQNFREQNVFYDFKIIMKDEIIPCHRCVLAACSDFFRAMFEVNMKERDDGSVTITNLSSKAVKAFLDYAYTGKTKITDDNVEMFFQLSSFLQVSFLSKACSDFLIKSINLVNCLQLLSISDSYGSTSLFDHALHFVQHHFSLLFKSSDFLEMNFGVLQKCLESDELNVPEEEMVLKVVLSWTKHNLESRQKYLPHLIEKVRLHQLSEETLQDCLFNEESLLKSTNCFDIIMDAIKCVQGSGGLFPDARPSTTEKYIFIH.... Result: 0 (no interaction). (4) The miRNA is hsa-miR-6814-3p with sequence ACUCGCAUCCUUCCCUUGGCAG. The protein sequence of the target gene is MTRLCLPRPEAREDPIPVPPRGLGAGEGSGSPVRPPVSTWGPSWAQLLDSVLWLGALGLTIQAVFSTTGPALLLLLVSFLTFDLLHRPAGHTLPQRKLLTRGQSQGAGEGPGQQEALLLQMGTVSGQLSLQDALLLLLMGLGPLLRACGMPLTLLGLAFCLHPWA. Result: 0 (no interaction). (5) The miRNA is mmu-miR-684 with sequence AGUUUUCCCUUCAAGUCAA. The protein sequence of the target gene is MHLSQLIACALLLALLSLRPSEAKPGTPPKVPRTPPGEELADSQAAGGNQKKGDKTPGSGGANLKGDRSRLLRDLRVDTKSRAAWARLLHEHPNARKYKGGNKKGLSKGCFGLKLDRIGSMSGLGC. Result: 0 (no interaction). (6) The miRNA is hsa-miR-30e-3p with sequence CUUUCAGUCGGAUGUUUACAGC. The protein sequence of the target gene is MQAACWYVLLLLQPTVYLVTCANLTNGGKSELLKSGSSKSTLKHIWTESSKDLSISRLLSQTFRGKENDTDLDLRYDTPEPYSEQDLWDWLRNSTDLQEPRPRAKRRPIVKTGKFKKMFGWGDFHSNIKTVKLNLLITGKIVDHGNGTFSVYFRHNSTGQGNVSVSLVPPTKIVEFDLAQQTVIDAKDSKSFNCRIEYEKVDKATKNTLCNYDPSKTCYQEQTQSHVSWLCSKPFKVICIYISFYSTDYKLVQKVCPDYNYHSDTPYFPSG. Result: 0 (no interaction). (7) The miRNA is hsa-miR-4697-5p with sequence AGGGGGCGCAGUCACUGACGUG. The protein sequence of the target gene is MERQEESLSARPALETEGLRFLHTTVGSLLATYGWYIVFSCILLYVVFQKLSARLRALRQRQLDRAAAAVEPDVVVKRQEALAAARLKMQEELNAQVEKHKEKLKQLEEEKRRQKIEMWDSMQEGKSYKGNAKKPQEEDSPGPSTSSVLKRKSDRKPLRGGGYNPLSGEGGGACSWRPGRRGPSSGGUG. Result: 0 (no interaction).